Dataset: Catalyst prediction with 721,799 reactions and 888 catalyst types from USPTO. Task: Predict which catalyst facilitates the given reaction. (1) The catalyst class is: 1. Reactant: [CH2:1]([NH:8][C@H:9]([CH3:16])[C:10]1[CH:15]=[CH:14][CH:13]=[CH:12][CH:11]=1)[C:2]1[CH:7]=[CH:6][CH:5]=[CH:4][CH:3]=1.C([Li])CCC.[C:22]([O:26][C:27](=[O:37])/[CH:28]=[CH:29]/[C:30]1[CH:35]=[CH:34][CH:33]=[C:32]([F:36])[CH:31]=1)([CH3:25])([CH3:24])[CH3:23]. Product: [C:22]([O:26][C:27](=[O:37])[CH2:28][C@H:29]([N:8]([CH2:1][C:2]1[CH:7]=[CH:6][CH:5]=[CH:4][CH:3]=1)[C@@H:9]([C:10]1[CH:15]=[CH:14][CH:13]=[CH:12][CH:11]=1)[CH3:16])[C:30]1[CH:35]=[CH:34][CH:33]=[C:32]([F:36])[CH:31]=1)([CH3:25])([CH3:23])[CH3:24]. (2) Reactant: [CH3:1][C:2]1[O:6][C:5]([C:7]2[CH:12]=[CH:11][CH:10]=[CH:9][CH:8]=2)=[N:4][C:3]=1[CH2:13][O:14][C:15]1[CH:42]=[CH:41][C:18]([CH2:19][N:20]([C:24]2[S:25][C:26]([CH2:35][CH2:36][C:37]([O:39]C)=[O:38])=[C:27]([C:29]3[CH:34]=[CH:33][CH:32]=[CH:31][CH:30]=3)[N:28]=2)[CH2:21][CH2:22][CH3:23])=[CH:17][CH:16]=1.O.[OH-].[Li+].O1CCCC1.[ClH:51]. Product: [ClH:51].[CH3:1][C:2]1[O:6][C:5]([C:7]2[CH:8]=[CH:9][CH:10]=[CH:11][CH:12]=2)=[N:4][C:3]=1[CH2:13][O:14][C:15]1[CH:42]=[CH:41][C:18]([CH2:19][N:20]([C:24]2[S:25][C:26]([CH2:35][CH2:36][C:37]([OH:39])=[O:38])=[C:27]([C:29]3[CH:34]=[CH:33][CH:32]=[CH:31][CH:30]=3)[N:28]=2)[CH2:21][CH2:22][CH3:23])=[CH:17][CH:16]=1. The catalyst class is: 24.